Dataset: Forward reaction prediction with 1.9M reactions from USPTO patents (1976-2016). Task: Predict the product of the given reaction. (1) Given the reactants CO[C:3](=[O:30])/[CH:4]=[CH:5]/[C:6]1[C:7]([NH:21][C:22]2[C:27]([F:28])=[CH:26][CH:25]=[CH:24][C:23]=2[F:29])=[N:8][C:9](SC)=[N:10][C:11]=1[C:12]1[CH:17]=[CH:16][CH:15]=[CH:14][C:13]=1[F:18].[CH3:31][O-:32].[Na+], predict the reaction product. The product is: [F:28][C:27]1[CH:26]=[CH:25][CH:24]=[C:23]([F:29])[C:22]=1[N:21]1[C:7]2[N:8]=[C:9]([O:32][CH3:31])[N:10]=[C:11]([C:12]3[CH:17]=[CH:16][CH:15]=[CH:14][C:13]=3[F:18])[C:6]=2[CH:5]=[CH:4][C:3]1=[O:30]. (2) Given the reactants [C:1]([C:3]1[C:4]([CH3:28])=[C:5]([C@H:11]2[O:16][CH2:15][C@@H:14]3[CH2:17][N:18]([C:21]([O:23][C:24]([CH3:27])([CH3:26])[CH3:25])=[O:22])[CH2:19][CH2:20][N:13]3[CH2:12]2)[CH:6]=[C:7]([CH3:10])[C:8]=1[F:9])#[N:2].FC1C(C#N)=C(C)C([C@@H]2OC[C@H]3CNCCN3C2)=CC=1, predict the reaction product. The product is: [C:1]([C:3]1[C:4]([CH3:28])=[C:5]([C@@H:11]2[O:16][CH2:15][C@H:14]3[CH2:17][N:18]([C:21]([O:23][C:24]([CH3:26])([CH3:25])[CH3:27])=[O:22])[CH2:19][CH2:20][N:13]3[CH2:12]2)[CH:6]=[C:7]([CH3:10])[C:8]=1[F:9])#[N:2].